The task is: Regression. Given two drug SMILES strings and cell line genomic features, predict the synergy score measuring deviation from expected non-interaction effect.. This data is from NCI-60 drug combinations with 297,098 pairs across 59 cell lines. (1) Drug 1: C1=C(C(=O)NC(=O)N1)N(CCCl)CCCl. Drug 2: C1=CC(=CC=C1CCCC(=O)O)N(CCCl)CCCl. Cell line: HS 578T. Synergy scores: CSS=24.4, Synergy_ZIP=-1.22, Synergy_Bliss=4.05, Synergy_Loewe=5.00, Synergy_HSA=7.54. (2) Drug 1: CN(C)C1=NC(=NC(=N1)N(C)C)N(C)C. Drug 2: CC1=C(C(=O)C2=C(C1=O)N3CC4C(C3(C2COC(=O)N)OC)N4)N. Cell line: A498. Synergy scores: CSS=15.8, Synergy_ZIP=-3.88, Synergy_Bliss=4.94, Synergy_Loewe=-24.6, Synergy_HSA=0.393. (3) Drug 1: CCC1(CC2CC(C3=C(CCN(C2)C1)C4=CC=CC=C4N3)(C5=C(C=C6C(=C5)C78CCN9C7C(C=CC9)(C(C(C8N6C)(C(=O)OC)O)OC(=O)C)CC)OC)C(=O)OC)O.OS(=O)(=O)O. Drug 2: C1=CC=C(C=C1)NC(=O)CCCCCCC(=O)NO. Cell line: NCI/ADR-RES. Synergy scores: CSS=58.6, Synergy_ZIP=-2.43, Synergy_Bliss=-2.69, Synergy_Loewe=-0.581, Synergy_HSA=-0.417. (4) Drug 1: CCC1=CC2CC(C3=C(CN(C2)C1)C4=CC=CC=C4N3)(C5=C(C=C6C(=C5)C78CCN9C7C(C=CC9)(C(C(C8N6C)(C(=O)OC)O)OC(=O)C)CC)OC)C(=O)OC.C(C(C(=O)O)O)(C(=O)O)O. Drug 2: CC1C(C(CC(O1)OC2CC(OC(C2O)C)OC3=CC4=CC5=C(C(=O)C(C(C5)C(C(=O)C(C(C)O)O)OC)OC6CC(C(C(O6)C)O)OC7CC(C(C(O7)C)O)OC8CC(C(C(O8)C)O)(C)O)C(=C4C(=C3C)O)O)O)O. Cell line: SNB-75. Synergy scores: CSS=23.1, Synergy_ZIP=-10.2, Synergy_Bliss=-4.85, Synergy_Loewe=-3.38, Synergy_HSA=-3.92. (5) Drug 1: CCC1=CC2CC(C3=C(CN(C2)C1)C4=CC=CC=C4N3)(C5=C(C=C6C(=C5)C78CCN9C7C(C=CC9)(C(C(C8N6C)(C(=O)OC)O)OC(=O)C)CC)OC)C(=O)OC.C(C(C(=O)O)O)(C(=O)O)O. Drug 2: CC(C)(C#N)C1=CC(=CC(=C1)CN2C=NC=N2)C(C)(C)C#N. Cell line: A498. Synergy scores: CSS=18.9, Synergy_ZIP=-7.74, Synergy_Bliss=0.838, Synergy_Loewe=-7.35, Synergy_HSA=1.45.